From a dataset of Forward reaction prediction with 1.9M reactions from USPTO patents (1976-2016). Predict the product of the given reaction. (1) Given the reactants [NH2:1][C:2]1[CH:3]=[CH:4][C:5]2[O:9][CH:8]([C:10]([O:12][CH3:13])=[O:11])[CH2:7][C:6]=2[CH:14]=1.Cl[C:16]1[N:21]=[C:20]([NH:22][C:23]2[C:24]([O:31][CH3:32])=[N:25][C:26]([O:29][CH3:30])=[CH:27][CH:28]=2)[C:19]([F:33])=[CH:18][N:17]=1, predict the reaction product. The product is: [CH3:13][O:12][C:10]([CH:8]1[CH2:7][C:6]2[CH:14]=[C:2]([NH:1][C:16]3[N:21]=[C:20]([NH:22][C:23]4[C:24]([O:31][CH3:32])=[N:25][C:26]([O:29][CH3:30])=[CH:27][CH:28]=4)[C:19]([F:33])=[CH:18][N:17]=3)[CH:3]=[CH:4][C:5]=2[O:9]1)=[O:11]. (2) Given the reactants [CH2:1]([NH2:3])[CH3:2].Cl[C:5]1[N:6]=[N+:7]([O-:21])[C:8]2[CH:17]=[C:16]3[C:12]([CH2:13][CH:14]([N:18]([CH3:20])[CH3:19])[CH2:15]3)=[CH:11][C:9]=2[N:10]=1, predict the reaction product. The product is: [CH2:1]([NH:3][C:5]1[N:6]=[N+:7]([O-:21])[C:8]2[CH:17]=[C:16]3[C:12]([CH2:13][CH:14]([N:18]([CH3:19])[CH3:20])[CH2:15]3)=[CH:11][C:9]=2[N:10]=1)[CH3:2].